From a dataset of Forward reaction prediction with 1.9M reactions from USPTO patents (1976-2016). Predict the product of the given reaction. (1) Given the reactants [F:1][C:2]1[C:3]([C:24]([O:26]C)=[O:25])=[N:4][CH:5]=[CH:6][C:7]=1[S:8][C:9]1[S:13][C:12]([NH:14][C:15]2[C:20]3[CH:21]=[CH:22][S:23][C:19]=3[CH:18]=[CH:17][N:16]=2)=[N:11][CH:10]=1.[OH-].[Na+].Cl, predict the reaction product. The product is: [F:1][C:2]1[C:3]([C:24]([OH:26])=[O:25])=[N:4][CH:5]=[CH:6][C:7]=1[S:8][C:9]1[S:13][C:12]([NH:14][C:15]2[C:20]3[CH:21]=[CH:22][S:23][C:19]=3[CH:18]=[CH:17][N:16]=2)=[N:11][CH:10]=1. (2) Given the reactants [CH3:1][C:2]1[CH:7]=[CH:6][C:5]([S:8](Cl)(=[O:10])=[O:9])=[CH:4][CH:3]=1.[Br:12][C:13]1[C:21]2[C:20]([Cl:22])=[N:19][CH:18]=[N:17][C:16]=2[NH:15][CH:14]=1.[OH-].[Na+], predict the reaction product. The product is: [Br:12][C:13]1[C:21]2[C:20]([Cl:22])=[N:19][CH:18]=[N:17][C:16]=2[N:15]([S:8]([C:5]2[CH:6]=[CH:7][C:2]([CH3:1])=[CH:3][CH:4]=2)(=[O:10])=[O:9])[CH:14]=1. (3) Given the reactants Cl[C:2]1[CH:7]=[C:6]([C:8]2([NH:13][C:14]([NH:16][C:17]3[CH:22]=[CH:21][C:20]([C:23]4[CH:28]=[CH:27][N:26]=[C:25]([CH3:29])[CH:24]=4)=[CH:19][CH:18]=3)=[O:15])[CH2:12][CH2:11][CH2:10][CH2:9]2)[CH:5]=[CH:4][N:3]=1, predict the reaction product. The product is: [CH3:29][C:25]1[CH:24]=[C:23]([C:20]2[CH:19]=[CH:18][C:17]([NH:16][C:14]([NH:13][C:8]3([C:6]4[CH:5]=[CH:4][N:3]=[CH:2][CH:7]=4)[CH2:9][CH2:10][CH2:11][CH2:12]3)=[O:15])=[CH:22][CH:21]=2)[CH:28]=[CH:27][N:26]=1. (4) Given the reactants N[C:2]1N=C(N2CCC3(CN[C@H](C(OC(C)C)=O)C3)CC2)C=C(O[C@H](C2C=CC(C3C=CC(C)=C(C)C=3)=CC=2N2C=CC(C)=N2)C(F)(F)F)N=1.[NH2:50][C:51]1[N:56]=[C:55]([N:57]2[CH2:69][CH2:68][C:60]3([CH2:64][NH:63][C@H:62]([C:65]([OH:67])=[O:66])[CH2:61]3)[CH2:59][CH2:58]2)[CH:54]=[C:53]([O:70][C@H:71]([C:76]2[CH:81]=[CH:80][C:79]([Cl:82])=[CH:78][C:77]=2[C:83]2[CH:88]=[CH:87][CH:86]=[C:85]([S:89](=[O:92])(=[O:91])[NH2:90])[CH:84]=2)[C:72]([F:75])([F:74])[F:73])[N:52]=1, predict the reaction product. The product is: [NH2:50][C:51]1[N:56]=[C:55]([N:57]2[CH2:58][CH2:59][C:60]3([CH2:64][NH:63][C@H:62]([C:65]([O:67][CH3:2])=[O:66])[CH2:61]3)[CH2:68][CH2:69]2)[CH:54]=[C:53]([O:70][C@H:71]([C:76]2[CH:81]=[CH:80][C:79]([Cl:82])=[CH:78][C:77]=2[C:83]2[CH:88]=[CH:87][CH:86]=[C:85]([S:89](=[O:91])(=[O:92])[NH2:90])[CH:84]=2)[C:72]([F:75])([F:74])[F:73])[N:52]=1. (5) Given the reactants O[CH2:2][C:3]1[CH:14]=[N:13][C:6]2[N:7]([CH3:12])[CH2:8][C:9](=[O:11])[NH:10][C:5]=2[CH:4]=1.[I-].C(C[P+](C)(C)C)#N.C(N(C(C)C)C(C)C)C.Cl.[Cl:33][C:34]1[CH:39]=[CH:38][C:37]([CH:40]2[CH2:45][CH2:44][NH:43][CH2:42][CH2:41]2)=[CH:36][CH:35]=1, predict the reaction product. The product is: [Cl:33][C:34]1[CH:39]=[CH:38][C:37]([CH:40]2[CH2:41][CH2:42][N:43]([CH2:2][C:3]3[CH:14]=[N:13][C:6]4[N:7]([CH3:12])[CH2:8][C:9](=[O:11])[NH:10][C:5]=4[CH:4]=3)[CH2:44][CH2:45]2)=[CH:36][CH:35]=1. (6) Given the reactants [F:1][C:2]1[CH:9]=[CH:8][C:7]([CH2:10][C:11]2[NH:12][C:13]([C:26]3[CH:31]=[CH:30][CH:29]=[C:28]([CH3:32])[N:27]=3)=[C:14]([C:16]3[CH:17]=[C:18]4[C:23](=[CH:24][CH:25]=3)[N:22]=[CH:21][CH:20]=[CH:19]4)[N:15]=2)=[CH:6][C:3]=1[C:4]#[N:5].[N-:33]=[N+:34]=[N-:35].[Na+].[OH-].[Na+], predict the reaction product. The product is: [F:1][C:2]1[CH:9]=[CH:8][C:7]([CH2:10][C:11]2[NH:12][C:13]([C:26]3[CH:31]=[CH:30][CH:29]=[C:28]([CH3:32])[N:27]=3)=[C:14]([C:16]3[CH:17]=[C:18]4[C:23](=[CH:24][CH:25]=3)[N:22]=[CH:21][CH:20]=[CH:19]4)[N:15]=2)=[CH:6][C:3]=1[C:4]1[NH:35][N:34]=[N:33][N:5]=1. (7) Given the reactants CC1NC(C)=CC=1[C:7]1[CH:12]=[CH:11][CH:10]=[C:9]([C:13]2[C:22]3[CH2:21][CH2:20][CH2:19][CH2:18][C:17]=3[C:16]([OH:23])=[CH:15][CH:14]=2)[N:8]=1.Cl[CH:26]1C[CH2:30][CH2:29][CH2:28][C:27]1=O.C(=O)([O-])[O-].[K+].[K+].[I-].[Na+].Cl.CON.[CH2:45]=[N:46]O.CSC.B.C(=O)([O-])[O-].[Na+].[Na+].[F-].[Cs+].Cl.[NH2:61]O, predict the reaction product. The product is: [NH2:46][CH:45]1[CH2:30][CH2:29][CH2:28][CH2:27][CH:26]1[O:23][C:16]1[C:17]2[CH2:18][CH2:19][CH2:20][CH2:21][C:22]=2[C:13]([C:9]2[N:8]=[C:7]([NH2:61])[CH:12]=[CH:11][CH:10]=2)=[CH:14][CH:15]=1. (8) Given the reactants [NH:1]1[CH:5]=[C:4]([C:6]2[CH:11]=[CH:10][N:9]=[C:8]3[N:12]([CH2:15][O:16][CH2:17][CH2:18][Si:19]([CH3:22])([CH3:21])[CH3:20])[CH:13]=[CH:14][C:7]=23)[CH:3]=[N:2]1.[C:23]([CH:25]=[C:26]1[CH2:29][N:28]([C:30]2[CH:41]=[CH:40][C:33]([C:34]([NH:36][CH:37]([CH3:39])[CH3:38])=[O:35])=[CH:32][CH:31]=2)[CH2:27]1)#[N:24].N12CCCN=C1CCCCC2.C(#N)C, predict the reaction product. The product is: [C:23]([CH2:25][C:26]1([N:1]2[CH:5]=[C:4]([C:6]3[CH:11]=[CH:10][N:9]=[C:8]4[N:12]([CH2:15][O:16][CH2:17][CH2:18][Si:19]([CH3:22])([CH3:21])[CH3:20])[CH:13]=[CH:14][C:7]=34)[CH:3]=[N:2]2)[CH2:29][N:28]([C:30]2[CH:41]=[CH:40][C:33]([C:34]([NH:36][CH:37]([CH3:38])[CH3:39])=[O:35])=[CH:32][CH:31]=2)[CH2:27]1)#[N:24]. (9) The product is: [F:1][C:2]1[CH:3]=[CH:4][C:5]([CH:8]([OH:30])[CH2:9][CH2:10][N:11]2[CH2:16][CH2:15][CH:14]([N:17]([CH2:28][CH3:29])[C:18](=[O:27])[CH2:19][C:20]3[CH:21]=[CH:22][C:23]([F:26])=[CH:24][CH:25]=3)[CH2:13][CH2:12]2)=[CH:6][CH:7]=1. Given the reactants [F:1][C:2]1[CH:7]=[CH:6][C:5]([C:8](=[O:30])[CH2:9][CH2:10][N:11]2[CH2:16][CH2:15][CH:14]([N:17]([CH2:28][CH3:29])[C:18](=[O:27])[CH2:19][C:20]3[CH:25]=[CH:24][C:23]([F:26])=[CH:22][CH:21]=3)[CH2:13][CH2:12]2)=[CH:4][CH:3]=1.[BH4-].[Na+].O, predict the reaction product.